From a dataset of Catalyst prediction with 721,799 reactions and 888 catalyst types from USPTO. Predict which catalyst facilitates the given reaction. (1) Reactant: [NH2:1][NH2:2].[C:3](/[N:5]=[C:6](\SC)/[NH:7][C:8]1[CH:13]=[C:12]([Cl:14])[C:11]([S:15][C:16]2[CH:21]=[CH:20][C:19]([C:22]#[N:23])=[CH:18][CH:17]=2)=[C:10]([Cl:24])[CH:9]=1)#[N:4]. Product: [NH2:4][C:3]1[NH:2][N:1]=[C:6]([NH:7][C:8]2[CH:13]=[C:12]([Cl:14])[C:11]([S:15][C:16]3[CH:21]=[CH:20][C:19]([C:22]#[N:23])=[CH:18][CH:17]=3)=[C:10]([Cl:24])[CH:9]=2)[N:5]=1. The catalyst class is: 8. (2) Reactant: Br[C:2]1[CH:3]=[CH:4][C:5]([C:8]#[C:9][C:10]2[CH:23]=[CH:22][C:13]([O:14][CH2:15][CH2:16][N:17]([CH2:20][CH3:21])[CH2:18][CH3:19])=[CH:12][CH:11]=2)=[N:6][CH:7]=1.[CH3:24][O:25][C:26]1[CH:31]=[CH:30][C:29](OB(O)O)=[CH:28][CH:27]=1.C([O-])([O-])=O.[Na+].[Na+]. Product: [CH2:18]([N:17]([CH2:20][CH3:21])[CH2:16][CH2:15][O:14][C:13]1[CH:22]=[CH:23][C:10]([C:9]#[C:8][C:5]2[CH:4]=[CH:3][C:2]([C:29]3[CH:30]=[CH:31][C:26]([O:25][CH3:24])=[CH:27][CH:28]=3)=[CH:7][N:6]=2)=[CH:11][CH:12]=1)[CH3:19]. The catalyst class is: 12. (3) Reactant: [Cl:1][C:2]1[CH:3]=[C:4]2[C:10]3([CH2:14][CH2:13][N:12]([C:15]([C@@H:17]4[CH2:21][O:20]C(C)(C)[O:18]4)=[O:16])[CH2:11]3)[CH2:9][N:8]([C:24]([NH:26][C:27]3[S:28][C:29]([Cl:32])=[CH:30][N:31]=3)=[O:25])[C:5]2=[CH:6][CH:7]=1.CO.Cl. Product: [Cl:1][C:2]1[CH:3]=[C:4]2[C:10]3([CH2:14][CH2:13][N:12]([C:15](=[O:16])[C@@H:17]([OH:18])[CH2:21][OH:20])[CH2:11]3)[CH2:9][N:8]([C:24]([NH:26][C:27]3[S:28][C:29]([Cl:32])=[CH:30][N:31]=3)=[O:25])[C:5]2=[CH:6][CH:7]=1. The catalyst class is: 30. (4) Reactant: [CH3:1][O:2][C:3]([CH:5]1[CH2:9][C:8](=[CH2:10])[CH2:7][N:6]1[C:11]([O:13][C:14]([CH3:17])([CH3:16])[CH3:15])=[O:12])=[O:4].B1C2CCCC1CCC2.[OH-:27].[Na+].OO. Product: [CH3:1][O:2][C:3]([CH:5]1[CH2:9][CH:8]([CH2:10][OH:27])[CH2:7][N:6]1[C:11]([O:13][C:14]([CH3:17])([CH3:16])[CH3:15])=[O:12])=[O:4]. The catalyst class is: 20. (5) Reactant: Br[CH2:2][CH2:3][CH2:4][Cl:5].[NH:6]1[CH2:11][CH2:10][O:9][CH2:8][CH2:7]1.Cl. Product: [ClH:5].[Cl:5][CH2:4][CH2:3][CH2:2][N:6]1[CH2:11][CH2:10][O:9][CH2:8][CH2:7]1. The catalyst class is: 11. (6) Reactant: N12CCCN=C1CCCCC2.Cl.[NH2:13][CH2:14][C:15]1[CH:23]=[CH:22][CH:21]=[C:20]2[C:16]=1[C:17](=[O:33])[N:18]([CH:25]1[CH2:30][CH2:29][C:28](=[O:31])[NH:27][C:26]1=[O:32])[C:19]2=[O:24].ON1C2C=CC=CC=2N=N1.[C:44]([NH:51][CH2:52][CH2:53][C:54](O)=[O:55])([O:46][C:47]([CH3:50])([CH3:49])[CH3:48])=[O:45].Cl.CN(C)CCCN=C=NCC. Product: [C:47]([O:46][C:44]([NH:51][CH2:52][CH2:53][C:54]([NH:13][CH2:14][C:15]1[CH:23]=[CH:22][CH:21]=[C:20]2[C:16]=1[C:17](=[O:33])[N:18]([CH:25]1[CH2:30][CH2:29][C:28](=[O:31])[NH:27][C:26]1=[O:32])[C:19]2=[O:24])=[O:55])=[O:45])([CH3:50])([CH3:49])[CH3:48]. The catalyst class is: 23. (7) Reactant: [Cl:1][C:2]1[CH:10]=[C:9]2[C:5]([CH2:6][C:7](=[O:11])[NH:8]2)=[CH:4][CH:3]=1.[Cl:12][C:13]1[C:14]([F:23])=[CH:15][C:16]([O:21][CH3:22])=[C:17]([CH:20]=1)[CH:18]=O.N1CCCC1. Product: [Cl:1][C:2]1[CH:10]=[C:9]2[C:5](/[C:6](=[CH:18]/[C:17]3[CH:20]=[C:13]([Cl:12])[C:14]([F:23])=[CH:15][C:16]=3[O:21][CH3:22])/[C:7](=[O:11])[NH:8]2)=[CH:4][CH:3]=1. The catalyst class is: 5.